From a dataset of Catalyst prediction with 721,799 reactions and 888 catalyst types from USPTO. Predict which catalyst facilitates the given reaction. (1) Reactant: [CH2:1]([C@H:8]1[CH2:13][N:12]([C:14]2[CH:19]=[CH:18][C:17]([O:20][CH3:21])=[C:16]([O:22][CH:23]3[CH2:27][CH2:26][CH2:25][CH2:24]3)[CH:15]=2)[CH2:11][CH2:10][N:9]1[C:28](=[O:36])[CH2:29][CH2:30][C:31]([O:33]CC)=[O:32])[C:2]1[CH:7]=[CH:6][CH:5]=[CH:4][CH:3]=1.[Li+].[OH-]. Product: [CH2:1]([C@H:8]1[CH2:13][N:12]([C:14]2[CH:19]=[CH:18][C:17]([O:20][CH3:21])=[C:16]([O:22][CH:23]3[CH2:27][CH2:26][CH2:25][CH2:24]3)[CH:15]=2)[CH2:11][CH2:10][N:9]1[C:28](=[O:36])[CH2:29][CH2:30][C:31]([OH:33])=[O:32])[C:2]1[CH:7]=[CH:6][CH:5]=[CH:4][CH:3]=1. The catalyst class is: 20. (2) Reactant: C([O:3][C:4](=[O:14])[CH2:5][C:6]1[C:11]([CH3:12])=[CH:10][CH:9]=[CH:8][C:7]=1[CH3:13])C.O.[OH-].[Li+]. Product: [CH3:12][C:11]1[CH:10]=[CH:9][CH:8]=[C:7]([CH3:13])[C:6]=1[CH2:5][C:4]([OH:14])=[O:3]. The catalyst class is: 20. (3) Reactant: O[CH2:2][C:3]1[S:4][CH:5]=[N:6][N:7]=1.[C:8]([O:12][C:13]([N:15]1[CH2:21][CH2:20][C:19]2[C:22]([S:26]C(=O)N(C)C)=[CH:23][CH:24]=[CH:25][C:18]=2[CH2:17][CH2:16]1)=[O:14])([CH3:11])([CH3:10])[CH3:9].[OH-].[K+].S(Cl)([Cl:36])=O. Product: [C:8]([O:12][C:13]([N:15]1[CH2:21][CH2:20][C:19]2[C:22]([S:26][CH2:2][C:3]3[S:4][CH:5]=[N:6][N:7]=3)=[C:23]([Cl:36])[CH:24]=[CH:25][C:18]=2[CH2:17][CH2:16]1)=[O:14])([CH3:11])([CH3:10])[CH3:9]. The catalyst class is: 5.